This data is from Forward reaction prediction with 1.9M reactions from USPTO patents (1976-2016). The task is: Predict the product of the given reaction. (1) Given the reactants [Cl:1][C:2]1[C:6]([Cl:7])=[C:5]([C:8]#[N:9])[NH:4][C:3]=1[C:10](Cl)=[O:11].Cl.[NH2:14][CH:15]1[CH2:20][CH2:19][N:18]([C:21]2[C:30]3[C:25](=[CH:26][CH:27]=[CH:28][CH:29]=3)[N:24]=[C:23]([C:31]([O:33][CH3:34])=[O:32])[CH:22]=2)[CH2:17][CH2:16]1, predict the reaction product. The product is: [Cl:1][C:2]1[C:6]([Cl:7])=[C:5]([C:8]#[N:9])[NH:4][C:3]=1[C:10]([NH:14][CH:15]1[CH2:20][CH2:19][N:18]([C:21]2[C:30]3[C:25](=[CH:26][CH:27]=[CH:28][CH:29]=3)[N:24]=[C:23]([C:31]([O:33][CH3:34])=[O:32])[CH:22]=2)[CH2:17][CH2:16]1)=[O:11]. (2) Given the reactants [C:1]([Si:5]([O:8][CH2:9][CH2:10][CH2:11][C@@H:12]([O:32][CH2:33][C:34]1[CH:39]=[CH:38][C:37]([O:40][CH2:41][CH2:42][CH2:43][C:44]([F:74])([F:73])[C:45]([F:72])([F:71])[C:46]([F:70])([F:69])[C:47]([F:68])([F:67])[C:48]([F:66])([F:65])[C:49]([F:64])([F:63])[C:50]([F:62])([F:61])[C:51]([F:60])([F:59])[C:52]([F:58])([F:57])[C:53]([F:56])([F:55])[F:54])=[CH:36][CH:35]=1)[C@H:13]([CH3:31])[C@@H:14]([O:19][CH2:20][C:21]1[CH:26]=[CH:25][C:24]([O:27][CH3:28])=[C:23]([O:29][CH3:30])[CH:22]=1)[C@@H:15]([CH3:18])[CH:16]=[CH2:17])([CH3:7])[CH3:6])([CH3:4])([CH3:3])[CH3:2].O=[O+][O-].CSC.[I-].[I:82]C[P+](C1C=CC=CC=1)(C1C=CC=CC=1)C1C=CC=CC=1.C[Si]([N-][Si](C)(C)C)(C)C.[Na+], predict the reaction product. The product is: [C:1]([Si:5]([O:8][CH2:9][CH2:10][CH2:11][C@@H:12]([O:32][CH2:33][C:34]1[CH:39]=[CH:38][C:37]([O:40][CH2:41][CH2:42][CH2:43][C:44]([F:74])([F:73])[C:45]([F:71])([F:72])[C:46]([F:69])([F:70])[C:47]([F:67])([F:68])[C:48]([F:65])([F:66])[C:49]([F:63])([F:64])[C:50]([F:61])([F:62])[C:51]([F:59])([F:60])[C:52]([F:57])([F:58])[C:53]([F:56])([F:55])[F:54])=[CH:36][CH:35]=1)[C@H:13]([CH3:31])[C@@H:14]([O:19][CH2:20][C:21]1[CH:26]=[CH:25][C:24]([O:27][CH3:28])=[C:23]([O:29][CH3:30])[CH:22]=1)[C@@H:15]([CH3:18])/[CH:16]=[CH:17]\[I:82])([CH3:7])[CH3:6])([CH3:3])([CH3:4])[CH3:2].